Dataset: CYP1A2 inhibition data for predicting drug metabolism from PubChem BioAssay. Task: Regression/Classification. Given a drug SMILES string, predict its absorption, distribution, metabolism, or excretion properties. Task type varies by dataset: regression for continuous measurements (e.g., permeability, clearance, half-life) or binary classification for categorical outcomes (e.g., BBB penetration, CYP inhibition). Dataset: cyp1a2_veith. (1) The result is 0 (non-inhibitor). The drug is N#Cc1cccc(NC(=O)N2CC[C@@]3(CCCN(C(=O)c4csnn4)C3)C2)c1. (2) The compound is CCNC(=O)N1CCN(CCCC(c2ccc(F)cc2)c2ccc(F)cc2)CC1. The result is 0 (non-inhibitor).